Dataset: Catalyst prediction with 721,799 reactions and 888 catalyst types from USPTO. Task: Predict which catalyst facilitates the given reaction. (1) Reactant: [CH:1]([O:3][CH2:4][CH2:5]Cl)=[CH2:2].[C:7]1(=[O:17])[NH:11][C:10](=[O:12])[C:9]2=[CH:13][CH:14]=[CH:15][CH:16]=[C:8]12.[K].CN(C=O)C. Product: [CH:1]([O:3][CH2:4][CH2:5][C:16]1[CH:15]=[CH:14][CH:13]=[C:9]2[C:10]([NH:11][C:7](=[O:17])[C:8]=12)=[O:12])=[CH2:2]. The catalyst class is: 568. (2) Reactant: C(OC(=O)[NH:7][C:8]1[CH:13]=[C:12]([N:14]([CH3:18])[CH2:15][CH2:16][CH3:17])[C:11]([C:19]([F:22])([F:21])[F:20])=[CH:10][C:9]=1[NH:23][C:24](=[O:42])[CH2:25][C:26]([C:28]1[CH:33]=[CH:32][CH:31]=[C:30]([C:34]2[CH:39]=[C:38]([CH3:40])[N:37]=[C:36]([CH3:41])[CH:35]=2)[CH:29]=1)=O)(C)(C)C.C(O)(C(F)(F)F)=O. Product: [CH3:41][C:36]1[CH:35]=[C:34]([C:30]2[CH:29]=[C:28]([C:26]3[CH2:25][C:24](=[O:42])[NH:23][C:9]4[CH:10]=[C:11]([C:19]([F:21])([F:22])[F:20])[C:12]([N:14]([CH3:18])[CH2:15][CH2:16][CH3:17])=[CH:13][C:8]=4[N:7]=3)[CH:33]=[CH:32][CH:31]=2)[CH:39]=[C:38]([CH3:40])[N:37]=1. The catalyst class is: 2. (3) Reactant: [C:1]1([C:36]2[CH:41]=[CH:40][CH:39]=[CH:38][CH:37]=2)[CH:6]=[CH:5][CH:4]=[CH:3][C:2]=1[NH:7][C:8]([NH:10][C:11]1[CH:16]=[CH:15][CH:14]=[C:13]([CH2:17][CH:18]([NH:20][CH2:21][C@@H:22]([C:24]2[CH:35]=[CH:34][C:27]3[O:28]C(C)(C)[O:30][CH2:31][C:26]=3[CH:25]=2)[OH:23])[CH3:19])[CH:12]=1)=[O:9]. Product: [C:1]1([C:36]2[CH:37]=[CH:38][CH:39]=[CH:40][CH:41]=2)[CH:6]=[CH:5][CH:4]=[CH:3][C:2]=1[NH:7][C:8]([NH:10][C:11]1[CH:16]=[CH:15][CH:14]=[C:13]([CH2:17][CH:18]([NH:20][CH2:21][C@H:22]([OH:23])[C:24]2[CH:35]=[CH:34][C:27]([OH:28])=[C:26]([CH2:31][OH:30])[CH:25]=2)[CH3:19])[CH:12]=1)=[O:9]. The catalyst class is: 86.